From a dataset of Forward reaction prediction with 1.9M reactions from USPTO patents (1976-2016). Predict the product of the given reaction. (1) Given the reactants C([O-])([O-])=O.[Cs+].[Cs+].FC(S(O[C:15]1[CH:20]=[C:19]([C:21]2[CH:26]=[CH:25][CH:24]=[C:23]([O:27][CH2:28][C:29]3[CH:34]=[CH:33][CH:32]=[CH:31][CH:30]=3)[CH:22]=2)[N:18]=[C:17]([N:35]2[CH2:40][CH2:39][O:38][CH2:37][CH2:36]2)[N:16]=1)(=O)=O)(F)F.[NH2:41][C:42]1[CH:43]=[N:44][CH:45]=[CH:46][CH:47]=1, predict the reaction product. The product is: [N:35]1([C:17]2[N:16]=[C:15]([NH:41][C:42]3[CH:43]=[N:44][CH:45]=[CH:46][CH:47]=3)[CH:20]=[C:19]([C:21]3[CH:26]=[CH:25][CH:24]=[C:23]([O:27][CH2:28][C:29]4[CH:30]=[CH:31][CH:32]=[CH:33][CH:34]=4)[CH:22]=3)[N:18]=2)[CH2:36][CH2:37][O:38][CH2:39][CH2:40]1. (2) Given the reactants [O:1]([C:8]1[CH:13]=[CH:12][C:11]([C:14]2[C:19]([C:20]([NH2:22])=[O:21])=[CH:18][N:17]=[C:16]([CH:23]3[CH2:28][CH2:27][NH:26][CH2:25][CH2:24]3)[N:15]=2)=[CH:10][CH:9]=1)[C:2]1[CH:7]=[CH:6][CH:5]=[CH:4][CH:3]=1.[C:29](Cl)(=[O:32])[CH:30]=[CH2:31], predict the reaction product. The product is: [C:29]([N:26]1[CH2:27][CH2:28][CH:23]([C:16]2[N:15]=[C:14]([C:11]3[CH:12]=[CH:13][C:8]([O:1][C:2]4[CH:3]=[CH:4][CH:5]=[CH:6][CH:7]=4)=[CH:9][CH:10]=3)[C:19]([C:20]([NH2:22])=[O:21])=[CH:18][N:17]=2)[CH2:24][CH2:25]1)(=[O:32])[CH:30]=[CH2:31]. (3) Given the reactants Cl[C:2]1[CH:7]=[C:6]([O:8][CH3:9])[N:5]=[CH:4][N:3]=1.[Cl:10][C:11]1[CH:12]=[C:13]2[C:17](=[C:18](B3OC(C)(C)C(C)(C)O3)[CH:19]=1)[NH:16][CH:15]=[CH:14]2.C([O-])([O-])=O.[Na+].[Na+].COCCOC, predict the reaction product. The product is: [Cl:10][C:11]1[CH:12]=[C:13]2[C:17](=[C:18]([C:2]3[CH:7]=[C:6]([O:8][CH3:9])[N:5]=[CH:4][N:3]=3)[CH:19]=1)[NH:16][CH:15]=[CH:14]2. (4) Given the reactants C(=O)([O-])[O-].[K+].[K+].[C:7]([O:11][C:12]([NH:14][C@@H:15]1[CH2:20][CH2:19][C@H:18](OS(C)(=O)=O)[CH2:17][CH2:16]1)=[O:13])([CH3:10])([CH3:9])[CH3:8].[SH:26][C:27]1[CH:28]=[C:29]2[C:34](=[CH:35][CH:36]=1)[C:33]([NH:37][C:38](=[O:45])[C:39]1[CH:44]=[CH:43][CH:42]=[CH:41][CH:40]=1)=[N:32][CH:31]=[CH:30]2, predict the reaction product. The product is: [C:7]([O:11][C:12](=[O:13])[NH:14][C@H:15]1[CH2:16][CH2:17][C@H:18]([S:26][C:27]2[CH:28]=[C:29]3[C:34](=[CH:35][CH:36]=2)[C:33]([NH:37][C:38](=[O:45])[C:39]2[CH:44]=[CH:43][CH:42]=[CH:41][CH:40]=2)=[N:32][CH:31]=[CH:30]3)[CH2:19][CH2:20]1)([CH3:8])([CH3:9])[CH3:10]. (5) Given the reactants [NH2:1][C:2]1[N:9]=[C:8]([CH3:10])[CH:7]=[CH:6][C:3]=1[CH:4]=O.[C:11]([C:15]1[CH:28]=[CH:27][C:18]([CH2:19][NH:20][C:21](=[O:26])[CH2:22][C:23](=O)[CH3:24])=[CH:17][CH:16]=1)([CH3:14])([CH3:13])[CH3:12].N1CCCCC1, predict the reaction product. The product is: [C:11]([C:15]1[CH:28]=[CH:27][C:18]([CH2:19][NH:20][C:21]([C:22]2[C:23]([CH3:24])=[N:1][C:2]3[C:3]([CH:4]=2)=[CH:6][CH:7]=[C:8]([CH3:10])[N:9]=3)=[O:26])=[CH:17][CH:16]=1)([CH3:14])([CH3:12])[CH3:13]. (6) Given the reactants Br[C:2]1[C:11]2[C:6](=[CH:7][CH:8]=[CH:9][CH:10]=2)[CH:5]=[C:4]([NH:12][C:13]([C:15]2([C:18]3[CH:28]=[CH:27][C:21]4[O:22][C:23]([F:26])([F:25])[O:24][C:20]=4[CH:19]=3)[CH2:17][CH2:16]2)=[O:14])[N:3]=1.[C:29]([O:33][C:34]([C:36]1[CH:37]=[C:38](B(O)O)[CH:39]=[CH:40][CH:41]=1)=[O:35])([CH3:32])([CH3:31])[CH3:30].C([O-])([O-])=O.[Na+].[Na+], predict the reaction product. The product is: [F:25][C:23]1([F:26])[O:22][C:21]2[CH:27]=[CH:28][C:18]([C:15]3([C:13]([NH:12][C:4]4[N:3]=[C:2]([C:40]5[CH:41]=[C:36]([CH:37]=[CH:38][CH:39]=5)[C:34]([O:33][C:29]([CH3:31])([CH3:32])[CH3:30])=[O:35])[C:11]5[C:6]([CH:5]=4)=[CH:7][CH:8]=[CH:9][CH:10]=5)=[O:14])[CH2:17][CH2:16]3)=[CH:19][C:20]=2[O:24]1. (7) Given the reactants [C:1]([O:5][C:6]([N:8]([C:16]1[CH:36]=[CH:35][C:19]([CH2:20][N:21]2[C:25]3=[N:26][C:27]([C:30]([O:32]C)=[O:31])=[CH:28][CH:29]=[C:24]3[N:23]=[C:22]2[CH3:34])=[C:18]([Cl:37])[CH:17]=1)C(OC(C)(C)C)=O)=[O:7])([CH3:4])([CH3:3])[CH3:2].[OH-].[Na+].Cl.O, predict the reaction product. The product is: [C:1]([O:5][C:6]([NH:8][C:16]1[CH:36]=[CH:35][C:19]([CH2:20][N:21]2[C:25]3=[N:26][C:27]([C:30]([OH:32])=[O:31])=[CH:28][CH:29]=[C:24]3[N:23]=[C:22]2[CH3:34])=[C:18]([Cl:37])[CH:17]=1)=[O:7])([CH3:4])([CH3:2])[CH3:3].